Dataset: Reaction yield outcomes from USPTO patents with 853,638 reactions. Task: Predict the reaction yield, written as a fraction of the theoretical maximum amount of product (1.0 means a 100% yield; for example, 0.34 means a 34% yield). (1) The reactants are CCN(C(C)C)C(C)C.[Br:10][C:11]1[CH:16]=[CH:15][C:14]([F:17])=[CH:13][C:12]=1[C:18]([N:20]1[CH2:25][CH2:24][NH:23][CH2:22][CH2:21]1)=[O:19].C1C=CC2N(O)N=NC=2C=1.CCN=C=NCCCN(C)C.[OH:47][C:48]1[CH:53]=[CH:52][CH:51]=[CH:50][C:49]=1[C:54]1[NH:58][N:57]=[C:56]([C:59]([NH:61][CH2:62][C:63](O)=[O:64])=[O:60])[CH:55]=1. The catalyst is CN(C=O)C.O. The product is [Br:10][C:11]1[CH:16]=[CH:15][C:14]([F:17])=[CH:13][C:12]=1[C:18]([N:20]1[CH2:21][CH2:22][N:23]([C:63](=[O:64])[CH2:62][NH:61][C:59]([C:56]2[CH:55]=[C:54]([C:49]3[CH:50]=[CH:51][CH:52]=[CH:53][C:48]=3[OH:47])[NH:58][N:57]=2)=[O:60])[CH2:24][CH2:25]1)=[O:19]. The yield is 0.685. (2) The reactants are [Cl:1][C:2]1[CH:26]=[C:25]([C:27]([F:30])([F:29])[F:28])[CH:24]=[CH:23][C:3]=1[O:4][C:5]1[CH:10]=[C:9]([O:11][CH2:12][CH2:13][O:14][CH3:15])[CH:8]=[CH:7][C:6]=1/[CH:16]=[CH:17]/[C:18]([O:20]CC)=[O:19].[OH-].[Na+]. The catalyst is O1CCCC1.C(O)C. The product is [Cl:1][C:2]1[CH:26]=[C:25]([C:27]([F:28])([F:30])[F:29])[CH:24]=[CH:23][C:3]=1[O:4][C:5]1[CH:10]=[C:9]([O:11][CH2:12][CH2:13][O:14][CH3:15])[CH:8]=[CH:7][C:6]=1/[CH:16]=[CH:17]/[C:18]([OH:20])=[O:19]. The yield is 0.970. (3) The reactants are [C:1]12([CH2:11][O:12][C:13]3[C:39]([Cl:40])=[CH:38][C:16]([C:17]([NH:19][S:20]([N:23]4[CH2:27][CH2:26][C@H:25]([O:28]CC5C=CC(OC)=CC=5)[CH2:24]4)(=[O:22])=[O:21])=[O:18])=[C:15]([F:41])[CH:14]=3)[CH2:10][CH:5]3[CH2:6][CH:7]([CH2:9][CH:3]([CH2:4]3)[CH2:2]1)[CH2:8]2.ClC1C(=O)C(C#N)=C(C#N)C(=O)C=1Cl. The catalyst is ClCCl.O. The product is [C:1]12([CH2:11][O:12][C:13]3[C:39]([Cl:40])=[CH:38][C:16]([C:17]([NH:19][S:20]([N:23]4[CH2:27][CH2:26][C@H:25]([OH:28])[CH2:24]4)(=[O:22])=[O:21])=[O:18])=[C:15]([F:41])[CH:14]=3)[CH2:8][CH:7]3[CH2:6][CH:5]([CH2:4][CH:3]([CH2:9]3)[CH2:2]1)[CH2:10]2. The yield is 0.550. (4) The catalyst is C1COCC1. The yield is 0.950. The reactants are [OH:1][C@H:2]1[CH2:6][N:5]([C:7]([O:9][C:10]([CH3:13])([CH3:12])[CH3:11])=[O:8])[C@H:4]([C:14](OC)=[O:15])[CH2:3]1.[Li+].[BH4-].O.Cl. The product is [OH:1][C@H:2]1[CH2:6][N:5]([C:7]([O:9][C:10]([CH3:11])([CH3:12])[CH3:13])=[O:8])[C@H:4]([CH2:14][OH:15])[CH2:3]1. (5) The reactants are [NH2:1][C:2]1[CH:24]=[C:23]([Cl:25])[C:5]([C:6]([C:8]2[C:16]3[C:11](=[C:12]([NH:17][C:18]([CH:20]4[CH2:22][CH2:21]4)=[O:19])[N:13]=[CH:14][CH:15]=3)[NH:10][CH:9]=2)=[O:7])=[C:4]([Cl:26])[CH:3]=1.N1C=CC=CC=1.[C:33](Cl)(=[O:35])[CH3:34]. The catalyst is ClCCl. The product is [C:33]([NH:1][C:2]1[CH:3]=[C:4]([Cl:26])[C:5]([C:6]([C:8]2[C:16]3[C:11](=[C:12]([NH:17][C:18]([CH:20]4[CH2:21][CH2:22]4)=[O:19])[N:13]=[CH:14][CH:15]=3)[NH:10][CH:9]=2)=[O:7])=[C:23]([Cl:25])[CH:24]=1)(=[O:35])[CH3:34]. The yield is 0.270. (6) The reactants are [CH2:1]([C:4]1[N:8]([CH2:9][C:10]2[CH:27]=[CH:26][C:13]3/[C:14](=[CH:23]/[C:24]#[N:25])/[C:15]4[CH:22]=[CH:21][CH:20]=[CH:19][C:16]=4[CH2:17][CH2:18][C:12]=3[CH:11]=2)[C:7]2[CH:28]=[CH:29][CH:30]=[CH:31][C:6]=2[N:5]=1)[CH2:2][CH3:3].NO.[N:34]1C=CC=CC=1.[C:40](Cl)(=[O:44])[O:41]CC.C(=O)([O-])O.[Na+].CC(C)([O-])C.[K+]. The catalyst is C(O)C.C(OCC)(=O)C. The product is [CH2:1]([C:4]1[N:8]([CH2:9][C:10]2[CH:27]=[CH:26][C:13]3/[C:14](=[CH:23]/[C:24]4[NH:34][C:40](=[O:44])[O:41][N:25]=4)/[C:15]4[CH:22]=[CH:21][CH:20]=[CH:19][C:16]=4[CH2:17][CH2:18][C:12]=3[CH:11]=2)[C:7]2[CH:28]=[CH:29][CH:30]=[CH:31][C:6]=2[N:5]=1)[CH2:2][CH3:3]. The yield is 0.550.